Dataset: Retrosynthesis with 50K atom-mapped reactions and 10 reaction types from USPTO. Task: Predict the reactants needed to synthesize the given product. (1) The reactants are: O=C1CCC(C(=O)O)N1.O=C1c2ccccc2C(Cl)N1c1ccc2ccc(Cl)nc2n1. Given the product O=C1CCC(C(=O)OC2c3ccccc3C(=O)N2c2ccc3ccc(Cl)nc3n2)N1, predict the reactants needed to synthesize it. (2) Given the product CN(C(=O)OC(C)(C)C)[C@H](C(=O)O)C(C)(C)C, predict the reactants needed to synthesize it. The reactants are: COC(=O)[C@@H](N(C)C(=O)OC(C)(C)C)C(C)(C)C. (3) Given the product COC(=O)N1CCC(F)(C(=O)N2C[C@@H](N(C)C(=O)N(C)c3cc(C(F)(F)F)cc(C(F)(F)F)c3)[C@H](c3ccc(F)cc3)C2)CC1, predict the reactants needed to synthesize it. The reactants are: CN(C(=O)N(C)[C@@H]1CN(C(=O)C2(F)CCNCC2)C[C@H]1c1ccc(F)cc1)c1cc(C(F)(F)F)cc(C(F)(F)F)c1.COC(=O)Cl. (4) Given the product N[C@H]1CC[C@@H](n2c(=O)c3cc(F)cnc3n(C3CCSCC3)c2=O)CC1, predict the reactants needed to synthesize it. The reactants are: CC(C)(C)OC(=O)N[C@H]1CC[C@@H](n2c(=O)c3cc(F)cnc3n(C3CCSCC3)c2=O)CC1. (5) Given the product Cc1cc(Br)cc(Nc2ncc(F)c(C(F)F)n2)c1, predict the reactants needed to synthesize it. The reactants are: Cc1cc(N)cc(Br)c1.Fc1cnc(Cl)nc1C(F)F. (6) Given the product O=C1c2ccccc2C(=O)N1CCCCn1cncn1, predict the reactants needed to synthesize it. The reactants are: O=C1c2ccccc2C(=O)N1CCCCBr.c1nc[nH]n1. (7) The reactants are: Cn1cc(-n2ccc(=O)c(Cc3cccc(-c4ncc(O)cn4)c3)n2)cn1.FC(F)(CI)CN1CCOCC1. Given the product Cn1cc(-n2ccc(=O)c(Cc3cccc(-c4ncc(OCC(F)(F)CN5CCOCC5)cn4)c3)n2)cn1, predict the reactants needed to synthesize it. (8) Given the product CC(C)(C)OC(=O)N1CCC(c2n[nH]c3c(C(N)=O)cc(-c4cccnc4)cc23)CC1, predict the reactants needed to synthesize it. The reactants are: CC(C)(C)OC(=O)N1CCC(c2n[nH]c3c(C(N)=O)cc(Br)cc23)CC1.OB(O)c1cccnc1.